This data is from Reaction yield outcomes from USPTO patents with 853,638 reactions. The task is: Predict the reaction yield, written as a fraction of the theoretical maximum amount of product (1.0 means a 100% yield; for example, 0.34 means a 34% yield). The reactants are N[C:2]1[C:28]([CH3:29])=[CH:27][C:5]2[C:6]([CH2:9][CH2:10][C:11]3[S:12][C:13]4[CH:22]=[C:21]([C:23]([F:26])([F:25])[F:24])[CH:20]=[CH:19][C:14]=4[C:15]=3[CH:16]([CH3:18])[CH3:17])=[N:7][O:8][C:4]=2[CH:3]=1.N([O-])=[O:31].[Na+]. The catalyst is OS(O)(=O)=O.O. The product is [CH:16]([C:15]1[C:14]2[CH:19]=[CH:20][C:21]([C:23]([F:24])([F:25])[F:26])=[CH:22][C:13]=2[S:12][C:11]=1[CH2:10][CH2:9][C:6]1[C:5]2[CH:27]=[C:28]([CH3:29])[C:2]([OH:31])=[CH:3][C:4]=2[O:8][N:7]=1)([CH3:17])[CH3:18]. The yield is 0.200.